This data is from HIV replication inhibition screening data with 41,000+ compounds from the AIDS Antiviral Screen. The task is: Binary Classification. Given a drug SMILES string, predict its activity (active/inactive) in a high-throughput screening assay against a specified biological target. (1) The compound is CCN(CC)c1ccc2c(C)cc(=O)oc2c1. The result is 0 (inactive). (2) The drug is CC(NC(=O)CNC(=O)C(N)CO)C(=O)NC(CCC(=O)O)C(=O)NC(CCCCN)C(=O)N1CCCC1C(=O)NC(CCC(=O)O)C(=O)NC(CCCCN)C(=O)NC(CCC(=O)O)C(=O)NC(CCCNC(=N)N)C(=O)NC(CO)C(=O)NC(Cc1ccc(O)cc1)C(=O)NC(C)C(=O)NC(Cc1cnc[nH]1)C(=O)NC(CO)C(=O)O. The result is 0 (inactive). (3) The drug is Cc1cc2nc3c(C#N)c(C)c(CCCl)c(Cl)n3c2cc1C. The result is 0 (inactive). (4) The compound is O=C1C(=Cc2ccco2)C(=O)C2CCCCC12. The result is 0 (inactive). (5) The compound is COC(=O)c1cc2ccccc2c2nc3ccccc3c(Cl)c12. The result is 0 (inactive).